Task: Predict the product of the given reaction.. Dataset: Forward reaction prediction with 1.9M reactions from USPTO patents (1976-2016) Given the reactants [O:1]1[C:5]2[CH:6]=[CH:7][C:8]([C:10]3([CH2:18][S:19][CH2:20][C:21]([O:23]CC)=[O:22])[O:15][CH2:14][C:13]([CH3:17])([CH3:16])[CH2:12][O:11]3)=[CH:9][C:4]=2[O:3][CH2:2]1.[Li+].[OH-], predict the reaction product. The product is: [O:1]1[C:5]2[CH:6]=[CH:7][C:8]([C:10]3([CH2:18][S:19][CH2:20][C:21]([OH:23])=[O:22])[O:15][CH2:14][C:13]([CH3:17])([CH3:16])[CH2:12][O:11]3)=[CH:9][C:4]=2[O:3][CH2:2]1.